This data is from Catalyst prediction with 721,799 reactions and 888 catalyst types from USPTO. The task is: Predict which catalyst facilitates the given reaction. (1) The catalyst class is: 50. Product: [CH3:12][C:2]([C:13]1[CH:18]=[CH:17][C:16]([NH2:19])=[CH:15][CH:14]=1)([CH3:1])[CH2:3][NH:4][C:5](=[O:11])[O:6][C:7]([CH3:8])([CH3:9])[CH3:10]. Reactant: [CH3:1][C:2]([C:13]1[CH:18]=[CH:17][C:16]([N+:19]([O-])=O)=[CH:15][CH:14]=1)([CH3:12])[CH2:3][NH:4][C:5](=[O:11])[O:6][C:7]([CH3:10])([CH3:9])[CH3:8].C([O-])=O.[NH4+]. (2) Reactant: Br[CH2:2][C:3]([C:5]12[CH2:14][CH:9]3[CH2:10][CH:11]([CH2:13][CH:7]([CH2:8]3)[CH2:6]1)[CH2:12]2)=[O:4].[SH:15][C:16]1[CH:21]=[CH:20][C:19]([NH:22][C:23](=[O:25])[CH3:24])=[CH:18][CH:17]=1.C(N(CC)CC)C.ClC1C=CC=CC=1C(Cl)(C1C=CC=CC=1)C1C=CC=CC=1. The catalyst class is: 10. Product: [C:5]12([C:3](=[O:4])[CH2:2][S:15][C:16]3[CH:17]=[CH:18][C:19]([NH:22][C:23](=[O:25])[CH3:24])=[CH:20][CH:21]=3)[CH2:14][CH:9]3[CH2:10][CH:11]([CH2:13][CH:7]([CH2:8]3)[CH2:6]1)[CH2:12]2.